From a dataset of Reaction yield outcomes from USPTO patents with 853,638 reactions. Predict the reaction yield, written as a fraction of the theoretical maximum amount of product (1.0 means a 100% yield; for example, 0.34 means a 34% yield). (1) The yield is 0.813. The reactants are C(O[C:6]([N:8]1[CH2:13][CH2:12][N:11](C2C(=O)N(CC(C)C)N=C(C3C=CC(C)=C(F)C=3)C=2C)[CH2:10][CH2:9]1)=O)(C)(C)C.[CH2:34]([N:41]1[C:46](=[O:47])[C:45]([CH2:48]OS(C)(=O)=O)=[CH:44][C:43]([C:54]2[CH:59]=[CH:58][C:57]([F:60])=[C:56]([CH3:61])[CH:55]=2)=[N:42]1)[C:35]1[CH:40]=[CH:39][CH:38]=[CH:37][CH:36]=1.CN1CCNCC1. No catalyst specified. The product is [CH2:34]([N:41]1[C:46](=[O:47])[C:45]([CH2:48][N:11]2[CH2:12][CH2:13][N:8]([CH3:6])[CH2:9][CH2:10]2)=[CH:44][C:43]([C:54]2[CH:59]=[CH:58][C:57]([F:60])=[C:56]([CH3:61])[CH:55]=2)=[N:42]1)[C:35]1[CH:40]=[CH:39][CH:38]=[CH:37][CH:36]=1. (2) The reactants are [Cl:1][C:2]1[CH:3]=[C:4]([N:10]2[C@@H:18]([CH:19]3[CH2:23][CH2:22][CH2:21][CH2:20]3)[C@@H:17]3[C:12]([C:13]4[CH:27]=[CH:26][C:25]([C:28]([OH:30])=O)=[CH:24][C:14]=4[CH2:15][CH2:16]3)=[N:11]2)[CH:5]=[CH:6][C:7]=1[C:8]#[N:9].ON1C2C=CC=CC=2N=N1.C(N(CC)CC)C.F[B-](F)(F)F.N1(OC(N(C)C)=[N+](C)C)C2C=CC=CC=2N=N1.[NH2:70][CH2:71][CH2:72][S:73]([NH2:76])(=[O:75])=[O:74]. The catalyst is CN(C)C=O.C(#N)C.O. The product is [Cl:1][C:2]1[CH:3]=[C:4]([N:10]2[C@@H:18]([CH:19]3[CH2:20][CH2:21][CH2:22][CH2:23]3)[C@@H:17]3[C:12]([C:13]4[CH:27]=[CH:26][C:25]([C:28]([NH:70][CH2:71][CH2:72][S:73](=[O:75])(=[O:74])[NH2:76])=[O:30])=[CH:24][C:14]=4[CH2:15][CH2:16]3)=[N:11]2)[CH:5]=[CH:6][C:7]=1[C:8]#[N:9]. The yield is 0.0800. (3) The reactants are N[C:2]1[CH:3]=[CH:4][C:5]([N:8]2[CH:12]=[C:11]([CH2:13][CH2:14][C:15](OCC)=[O:16])[C:10]([CH:20]([CH3:22])[CH3:21])=[N:9]2)=[N:6][CH:7]=1.[F:23][B-](F)(F)F.[H+].O1CCOCC1.N([O-])=O.[Na+]. The catalyst is O. The product is [F:23][C:2]1[CH:3]=[CH:4][C:5]([N:8]2[CH:12]=[C:11]([CH2:13][CH2:14][CH2:15][OH:16])[C:10]([CH:20]([CH3:22])[CH3:21])=[N:9]2)=[N:6][CH:7]=1. The yield is 0.420. (4) The product is [C:14]([O:18][C:19](=[O:22])[CH2:20][N:9]1[CH2:10][C:4]2[CH:3]=[C:2]([Br:1])[CH:13]=[N:12][C:5]=2[NH:6][C:7](=[O:11])[CH2:8]1)([CH3:17])([CH3:16])[CH3:15]. The catalyst is CN(C=O)C.O. The yield is 0.480. The reactants are [Br:1][C:2]1[CH:13]=[N:12][C:5]2[NH:6][C:7](=[O:11])[CH2:8][NH:9][CH2:10][C:4]=2[CH:3]=1.[C:14]([O:18][C:19](=[O:22])[CH2:20]Br)([CH3:17])([CH3:16])[CH3:15].C(N(CC)CC)C. (5) The yield is 0.500. The product is [N:22]1([C:28]([N:13]2[CH2:12][C:11]3[CH:14]=[CH:15][C:16]([C:18]([O:20][CH3:21])=[O:19])=[CH:17][C:10]=3[O:9][CH2:8][C@@H:7]2[C:1]2[CH:2]=[CH:3][CH:4]=[CH:5][CH:6]=2)=[O:29])[CH2:27][CH2:26][O:25][CH2:24][CH2:23]1. The catalyst is C(Cl)Cl.CN(C)C1C=CN=CC=1. The reactants are [C:1]1([C@@H:7]2[NH:13][CH2:12][C:11]3[CH:14]=[CH:15][C:16]([C:18]([O:20][CH3:21])=[O:19])=[CH:17][C:10]=3[O:9][CH2:8]2)[CH:6]=[CH:5][CH:4]=[CH:3][CH:2]=1.[N:22]1([C:28](Cl)=[O:29])[CH2:27][CH2:26][O:25][CH2:24][CH2:23]1.CCN(CC)CC. (6) The reactants are [N+:1]([C:4]1[CH:5]=[C:6]([CH:10]=[C:11]([C:13]([F:16])([F:15])[F:14])[CH:12]=1)[C:7]([OH:9])=[O:8])([O-:3])=[O:2].OS(O)(=O)=O.[CH3:22]O. No catalyst specified. The product is [N+:1]([C:4]1[CH:5]=[C:6]([CH:10]=[C:11]([C:13]([F:14])([F:15])[F:16])[CH:12]=1)[C:7]([O:9][CH3:22])=[O:8])([O-:3])=[O:2]. The yield is 0.900. (7) The reactants are O[C:2]1[CH:3]=[C:4]([C:12]([O-:14])=[O:13])[C:5]2[C:10]([CH3:11])=[N:9][NH:8][C:6]=2[N:7]=1.P(Br)(Br)([Br:17])=O.[C:20](#N)[CH3:21]. No catalyst specified. The product is [Br:17][C:2]1[CH:3]=[C:4]([C:12]([O:14][CH2:20][CH3:21])=[O:13])[C:5]2[C:10]([CH3:11])=[N:9][NH:8][C:6]=2[N:7]=1. The yield is 0.778.